This data is from Full USPTO retrosynthesis dataset with 1.9M reactions from patents (1976-2016). The task is: Predict the reactants needed to synthesize the given product. (1) Given the product [Cl:1][C:2]1[CH:3]=[CH:4][C:5]([O:15][CH3:16])=[C:6]([C:8]([Cl:19])([CH3:13])[C:9]([F:12])([F:11])[F:10])[CH:7]=1, predict the reactants needed to synthesize it. The reactants are: [Cl:1][C:2]1[CH:3]=[CH:4][C:5]([O:15][CH3:16])=[C:6]([C:8](O)([CH3:13])[C:9]([F:12])([F:11])[F:10])[CH:7]=1.S(Cl)([Cl:19])=O.N1C=CC=CC=1.C(=O)(O)[O-].[Na+]. (2) Given the product [C:19]([C:18]1[N:14]([CH3:13])[CH:15]=[N:16][C:17]=1[C:21]1[CH:26]=[CH:25][CH:24]=[CH:23][CH:22]=1)#[CH:1], predict the reactants needed to synthesize it. The reactants are: [CH2:1]([Li])CCC.C[Si](C=[N+]=[N-])(C)C.[CH3:13][N:14]1[C:18]([CH:19]=O)=[C:17]([C:21]2[CH:26]=[CH:25][CH:24]=[CH:23][CH:22]=2)[N:16]=[CH:15]1.[Cl-].[NH4+]. (3) Given the product [CH:5]([O-:9])([CH3:6])[CH3:4].[Cl:1][C:2]1[CH:7]=[C:6]([Cl:8])[C:5]([O:9][CH3:10])=[CH:4][C:3]=1[NH:11][C:12]1[C:21]2[C:16](=[CH:17][C:18]([O:24][CH2:25][CH2:26][CH2:27][N:28]3[CH2:33][CH2:32][N:31]([CH3:34])[CH2:30][CH2:29]3)=[C:19]([O:22][CH3:23])[CH:20]=2)[N:15]=[CH:14][C:13]=1[C:35]#[N:36], predict the reactants needed to synthesize it. The reactants are: [Cl:1][C:2]1[CH:7]=[C:6]([Cl:8])[C:5]([O:9][CH3:10])=[CH:4][C:3]=1[NH:11][C:12]1[C:21]2[C:16](=[CH:17][C:18]([O:24][CH2:25][CH2:26][CH2:27][N:28]3[CH2:33][CH2:32][N:31]([CH3:34])[CH2:30][CH2:29]3)=[C:19]([O:22][CH3:23])[CH:20]=2)[N:15]=[CH:14][C:13]=1[C:35]#[N:36].